This data is from Full USPTO retrosynthesis dataset with 1.9M reactions from patents (1976-2016). The task is: Predict the reactants needed to synthesize the given product. (1) Given the product [BrH:1].[Cl:14][C:13]1[C:7]2[CH:6]=[C:5]([C:3]3[N:18]4[CH2:19][CH2:20][CH2:21][N:16]=[C:17]4[S:22][C:2]=3[CH3:15])[S:9][C:8]=2[CH:10]=[CH:11][CH:12]=1, predict the reactants needed to synthesize it. The reactants are: [Br:1][CH:2]([CH3:15])[C:3]([C:5]1[S:9][C:8]2[CH:10]=[CH:11][CH:12]=[C:13]([Cl:14])[C:7]=2[CH:6]=1)=O.[N:16]1[CH2:21][CH2:20][CH2:19][NH:18][C:17]=1[SH:22].C(O)C. (2) Given the product [C:65]1([CH:58]([C:59]2[CH:60]=[CH:61][CH:62]=[CH:63][CH:64]=2)[CH2:57][CH2:56][N:53]2[CH2:54][CH2:55][CH:50]([N:49]([CH3:48])[C:45](=[O:47])[CH2:44][C:41]3[CH:40]=[CH:39][C:38]([C:36]([O:35][CH3:34])=[O:37])=[CH:43][CH:42]=3)[CH2:51][CH2:52]2)[CH:66]=[CH:67][CH:68]=[CH:69][CH:70]=1, predict the reactants needed to synthesize it. The reactants are: CN(C(ON1N=NC2C=CC=NC1=2)=[N+](C)C)C.F[P-](F)(F)(F)(F)F.CCN(C(C)C)C(C)C.[CH3:34][O:35][C:36]([C:38]1[CH:43]=[CH:42][C:41]([CH2:44][C:45]([OH:47])=O)=[CH:40][CH:39]=1)=[O:37].[CH3:48][NH:49][CH:50]1[CH2:55][CH2:54][N:53]([CH2:56][CH2:57][CH:58]([C:65]2[CH:70]=[CH:69][CH:68]=[CH:67][CH:66]=2)[C:59]2[CH:64]=[CH:63][CH:62]=[CH:61][CH:60]=2)[CH2:52][CH2:51]1. (3) Given the product [Br:1][C:2]1[CH:3]=[C:4]([C:8]2([CH3:16])[N:15]([NH:24][CH2:23][C:22]3[CH:25]=[CH:26][C:19]([O:18][CH3:17])=[CH:20][CH:21]=3)[CH2:14][N:12]([CH3:13])[C:10](=[O:11])[CH2:9]2)[CH:5]=[CH:6][CH:7]=1, predict the reactants needed to synthesize it. The reactants are: [Br:1][C:2]1[CH:3]=[C:4](/[C:8](/[CH3:16])=[CH:9]/[C:10]([N:12]([C:14]#[N:15])[CH3:13])=[O:11])[CH:5]=[CH:6][CH:7]=1.[CH3:17][O:18][C:19]1[CH:26]=[CH:25][C:22]([CH2:23][NH2:24])=[CH:21][CH:20]=1. (4) Given the product [Cl:1][C:2]1[C:11]([OH:12])=[C:10]2[C:5]([CH:6]=[CH:7][C:8](=[O:17])[N:9]2[CH3:14])=[N:4][CH:3]=1, predict the reactants needed to synthesize it. The reactants are: [Cl:1][C:2]1[CH:3]=[N:4][C:5]2[CH:6]=[CH:7][C:8](=[O:17])[N:9]3[CH2:14][Si](C)(C)[O:12][C:11]=1[C:10]=23.[F-].[Cs+]. (5) Given the product [Br:1][C:2]1[S:3][C:4]([C:8]([Cl:13])=[O:10])=[C:5]([CH3:7])[N:6]=1, predict the reactants needed to synthesize it. The reactants are: [Br:1][C:2]1[S:3][C:4]([C:8]([OH:10])=O)=[C:5]([CH3:7])[N:6]=1.S(Cl)([Cl:13])=O. (6) The reactants are: [OH:1][N:2]=[C:3](Cl)[C:4]1[CH:9]=[CH:8][CH:7]=[N:6][CH:5]=1.[C:11]([C:13]1[CH:18]=[CH:17][CH:16]=[C:15]([CH3:19])[CH:14]=1)#[CH:12].N. Given the product [N:6]1[CH:7]=[CH:8][CH:9]=[C:4]([C:3]2[CH:12]=[C:11]([C:13]3[CH:14]=[C:15]([CH3:19])[CH:16]=[CH:17][CH:18]=3)[O:1][N:2]=2)[CH:5]=1, predict the reactants needed to synthesize it. (7) Given the product [NH:15]1[C:23]2[C:18](=[CH:19][CH:20]=[CH:21][C:22]=2[CH2:24][N:25]([CH2:26][CH2:27][CH3:28])[C:3](=[O:4])[CH2:2][Cl:1])[CH:17]=[CH:16]1, predict the reactants needed to synthesize it. The reactants are: [Cl:1][CH2:2][C:3](Cl)=[O:4].C(N(C(C)C)CC)(C)C.[NH:15]1[C:23]2[C:18](=[CH:19][CH:20]=[CH:21][C:22]=2[CH2:24][NH:25][CH2:26][CH2:27][CH3:28])[CH:17]=[CH:16]1.